Dataset: Forward reaction prediction with 1.9M reactions from USPTO patents (1976-2016). Task: Predict the product of the given reaction. Given the reactants [N:1]([CH2:4][C:5]1C=C[C:8](C#N)=[CH:7][CH:6]=1)=[N+:2]=[N-:3].ClCC1C=C(C)[O:17][N:16]=1, predict the reaction product. The product is: [N:1]([CH2:4][C:5]1[CH:6]=[C:7]([CH3:8])[O:17][N:16]=1)=[N+:2]=[N-:3].